Dataset: Forward reaction prediction with 1.9M reactions from USPTO patents (1976-2016). Task: Predict the product of the given reaction. (1) Given the reactants [NH2:1][C:2]1[CH:7]=[CH:6][C:5]([C:8]2[CH:13]=[CH:12][CH:11]=[C:10]([CH2:14][N:15]([CH3:27])[C:16](=[O:26])[CH2:17][NH:18][C:19](=[O:25])[O:20][C:21]([CH3:24])([CH3:23])[CH3:22])[CH:9]=2)=[CH:4][CH:3]=1.[CH3:28][CH:29]([N:31]=[C:32]=[O:33])[CH3:30].O, predict the reaction product. The product is: [CH:29]([NH:31][C:32]([NH:1][C:2]1[CH:7]=[CH:6][C:5]([C:8]2[CH:13]=[CH:12][CH:11]=[C:10]([CH2:14][N:15]([CH3:27])[C:16](=[O:26])[CH2:17][NH:18][C:19](=[O:25])[O:20][C:21]([CH3:23])([CH3:24])[CH3:22])[CH:9]=2)=[CH:4][CH:3]=1)=[O:33])([CH3:30])[CH3:28]. (2) Given the reactants [H-].[Na+].[CH2:3]([O:10][CH2:11][C@H:12]([OH:14])[CH3:13])[C:4]1[CH:9]=[CH:8][CH:7]=[CH:6][CH:5]=1.[NH2:15][C:16]1[C:21]([S:22]([NH:25][C:26]([C:28]2[C:29]([N:41]3[CH2:45][C@@H:44]([CH3:46])[CH2:43][C:42]3([CH3:48])[CH3:47])=[N:30][C:31](C3C=CC=C(F)N=3)=[CH:32][CH:33]=2)=[O:27])(=[O:24])=[O:23])=[CH:20][CH:19]=[CH:18][N:17]=1, predict the reaction product. The product is: [NH2:15][C:16]1[C:21]([S:22]([NH:25][C:26]([C:28]2[CH:33]=[CH:32][C:31]([C:21]3[CH:16]=[N:17][C:18]([O:14][C@@H:12]([CH3:13])[CH2:11][O:10][CH2:3][C:4]4[CH:9]=[CH:8][CH:7]=[CH:6][CH:5]=4)=[CH:19][CH:20]=3)=[N:30][C:29]=2[N:41]2[CH2:45][C@@H:44]([CH3:46])[CH2:43][C:42]2([CH3:47])[CH3:48])=[O:27])(=[O:23])=[O:24])=[CH:20][CH:19]=[CH:18][N:17]=1. (3) Given the reactants [Br:1][C:2]1[CH:3]=[C:4]([CH:9]([CH:11]2[CH2:13][CH2:12]2)O)[CH:5]=[C:6]([Cl:8])[CH:7]=1.C([SiH](CC)CC)C.C([O-])(O)=O.[Na+], predict the reaction product. The product is: [Br:1][C:2]1[CH:3]=[C:4]([CH2:9][CH:11]2[CH2:13][CH2:12]2)[CH:5]=[C:6]([Cl:8])[CH:7]=1. (4) Given the reactants [Si:1]([O:18][CH2:19][C@@H:20]1[CH2:22][C@H:21]1[CH2:23][OH:24])([C:14]([CH3:17])([CH3:16])[CH3:15])([C:8]1[CH:13]=[CH:12][CH:11]=[CH:10][CH:9]=1)[C:2]1[CH:7]=[CH:6][CH:5]=[CH:4][CH:3]=1.[CH3:25][S:26](Cl)(=[O:28])=[O:27].C1COCC1, predict the reaction product. The product is: [CH3:25][S:26]([O:24][CH2:23][C@@H:21]1[CH2:22][C@H:20]1[CH2:19][O:18][Si:1]([C:14]([CH3:17])([CH3:16])[CH3:15])([C:8]1[CH:9]=[CH:10][CH:11]=[CH:12][CH:13]=1)[C:2]1[CH:3]=[CH:4][CH:5]=[CH:6][CH:7]=1)(=[O:28])=[O:27].